Dataset: Forward reaction prediction with 1.9M reactions from USPTO patents (1976-2016). Task: Predict the product of the given reaction. (1) The product is: [CH2:1]([C@H:5]1[CH2:13][CH2:12][C@H:8]([C:9]([OH:11])=[O:10])[CH2:7][CH2:6]1)[CH:2]([CH3:4])[CH3:3]. Given the reactants [CH2:1]([C:5]1[CH:13]=[CH:12][C:8]([C:9]([OH:11])=[O:10])=[CH:7][CH:6]=1)[CH:2]([CH3:4])[CH3:3].[H][H], predict the reaction product. (2) Given the reactants [Cl:1][C:2]1[CH:7]=[C:6]([N:8]=[C:9]=[O:10])[CH:5]=[CH:4][C:3]=1[F:11].[NH:12]([C:14](=[O:21])[CH2:15][C:16]([O:18][CH2:19][CH3:20])=[O:17])[NH2:13], predict the reaction product. The product is: [Cl:1][C:2]1[CH:7]=[C:6]([NH:8][C:9]([NH:13][NH:12][C:14](=[O:21])[CH2:15][C:16]([O:18][CH2:19][CH3:20])=[O:17])=[O:10])[CH:5]=[CH:4][C:3]=1[F:11]. (3) Given the reactants [CH3:1][C:2]1[N:7]=[C:6]2[S:8][C:9]3[CH2:14][CH2:13][CH2:12][CH2:11][C:10]=3[C:5]2=[C:4]([C:15]2[CH:20]=[CH:19][C:18]([CH3:21])=[CH:17][CH:16]=2)[C:3]=1[CH2:22]O.C1(P(C2C=CC=CC=2)C2C=CC=CC=2)C=CC=CC=1.C(Br)(Br)(Br)[Br:44], predict the reaction product. The product is: [CH3:1][C:2]1[N:7]=[C:6]2[S:8][C:9]3[CH2:14][CH2:13][CH2:12][CH2:11][C:10]=3[C:5]2=[C:4]([C:15]2[CH:20]=[CH:19][C:18]([CH3:21])=[CH:17][CH:16]=2)[C:3]=1[CH2:22][Br:44]. (4) Given the reactants C(NC1C=[C:12]([CH:51]=C(C)C=1)[C:13]([NH:15][C@@H:16]([CH2:42][C:43]1[CH:48]=[C:47]([F:49])[CH:46]=[C:45]([F:50])[CH:44]=1)[C@@H:17]([C@H:26]1[CH2:30][C@@H:29]([O:31][CH2:32][CH2:33][CH3:34])[CH2:28][N:27]1C(OC(C)(C)C)=O)[O:18][Si](C(C)(C)C)(C)C)=[O:14])(=O)C1C=CC=CC=1.[Si](O[C@H]([C@H]1C[C@@H](OCCC)CN1C(OC(C)(C)C)=O)[C@@H](NC(=O)C1C=[C:80]([C:82]2[O:83][CH:84]=[CH:85][N:86]=2)[CH:79]=[C:78]([C:87]([N:89]2[CH2:93][CH2:92][CH2:91][C@@H:90]2[CH2:94][O:95][CH3:96])=[O:88])[CH:77]=1)CC1C=C(F)C=C(F)C=1)(C(C)(C)C)(C)C.COC[C@H]1CCCN1C(C1C=C(C=C(C2OC=CN=2)C=1)C(O)=O)=O.CCN(C(C)C)C(C)C.CN(C(ON1N=NC2C=CC=NC1=2)=[N+](C)C)C.F[P-](F)(F)(F)(F)F, predict the reaction product. The product is: [F:49][C:47]1[CH:48]=[C:43]([CH2:42][C@H:16]([NH:15][C:13](=[O:14])[C:12]2[CH:51]=[C:80]([C:82]3[O:83][CH:84]=[CH:85][N:86]=3)[CH:79]=[C:78]([C:87]([N:89]3[CH2:93][CH2:92][CH2:91][C@@H:90]3[CH2:94][O:95][CH3:96])=[O:88])[CH:77]=2)[C@H:17]([OH:18])[C@H:26]2[CH2:30][C@@H:29]([O:31][CH2:32][CH2:33][CH3:34])[CH2:28][NH:27]2)[CH:44]=[C:45]([F:50])[CH:46]=1. (5) Given the reactants [OH:1]O.[CH3:3][C:4]1[CH:14]=[C:13]([O:15][CH2:16]/[CH:17]=[C:18](/[C:33]2[CH:38]=[CH:37][C:36]([S:39][CH3:40])=[CH:35][CH:34]=2)\[C:19]2[CH:24]=[CH:23][C:22]([C:25]#[C:26][CH2:27][N:28]3[CH:32]=[CH:31][CH:30]=[N:29]3)=[CH:21][CH:20]=2)[CH:12]=[CH:11][C:5]=1[O:6][CH2:7][C:8]([OH:10])=[O:9], predict the reaction product. The product is: [CH3:40][S:39]([C:36]1[CH:35]=[CH:34][C:33](/[C:18](/[C:19]2[CH:24]=[CH:23][C:22]([C:25]#[C:26][CH2:27][N:28]3[CH:32]=[CH:31][CH:30]=[N:29]3)=[CH:21][CH:20]=2)=[CH:17]/[CH2:16][O:15][C:13]2[CH:12]=[CH:11][C:5]([O:6][CH2:7][C:8]([OH:10])=[O:9])=[C:4]([CH3:3])[CH:14]=2)=[CH:38][CH:37]=1)=[O:1]. (6) The product is: [NH2:1][C:2]1[C:10]([CH3:11])=[CH:9][C:8]([Br:12])=[C:4]([CH:3]=1)[C:5]([OH:7])=[O:6]. Given the reactants [NH2:1][C:2]1[CH:3]=[C:4]([CH:8]=[CH:9][C:10]=1[CH3:11])[C:5]([OH:7])=[O:6].[Br:12]N1C(=O)CCC1=O, predict the reaction product. (7) Given the reactants [NH2:1][C:2]1[CH:3]=[CH:4][C:5]([N:8]([CH3:12])[CH2:9][CH2:10][OH:11])=[N:6][CH:7]=1.N1C=CC=CC=1.Cl[C:20]([O:22][C:23]1[CH:28]=[CH:27][CH:26]=[CH:25][CH:24]=1)=[O:21], predict the reaction product. The product is: [OH:11][CH2:10][CH2:9][N:8]([CH3:12])[C:5]1[N:6]=[CH:7][C:2]([NH:1][C:20](=[O:21])[O:22][C:23]2[CH:28]=[CH:27][CH:26]=[CH:25][CH:24]=2)=[CH:3][CH:4]=1. (8) The product is: [CH3:1][S:2][C:3]1[N:8]=[C:7]([N:9]2[C:17]3[C:12](=[C:13]([CH2:18][OH:19])[CH:14]=[CH:15][CH:16]=3)[CH:11]=[CH:10]2)[CH:6]=[CH:5][N:4]=1. Given the reactants [CH3:1][S:2][C:3]1[N:8]=[C:7]([N:9]2[C:17]3[CH:16]=[CH:15][CH:14]=[C:13]([CH:18]=[O:19])[C:12]=3[CH:11]=[CH:10]2)[CH:6]=[CH:5][N:4]=1.[BH4-].[Na+].O, predict the reaction product. (9) Given the reactants Br.[CH3:2][O:3][C:4]1[CH:5]=[C:6]2[C:15](=[CH:16][CH:17]=1)[C:10]1[N:11]=[C:12]([NH2:14])[S:13][C:9]=1[CH2:8][CH2:7]2.[Cl:18][C:19]1[CH:24]=[C:23]([Cl:25])[CH:22]=[C:21]([Cl:26])[C:20]=1[S:27](Cl)(=[O:29])=[O:28], predict the reaction product. The product is: [Cl:18][C:19]1[CH:24]=[C:23]([Cl:25])[CH:22]=[C:21]([Cl:26])[C:20]=1[S:27]([NH:14][C:12]1[S:13][C:9]2[CH2:8][CH2:7][C:6]3[C:15](=[CH:16][CH:17]=[C:4]([O:3][CH3:2])[CH:5]=3)[C:10]=2[N:11]=1)(=[O:29])=[O:28]. (10) Given the reactants Br[C:2]1[CH:3]=[CH:4][C:5]2[C:11]3[S:12][C:13]([C:15]([N:17]([C:19]4[CH:24]=[CH:23][CH:22]=[CH:21][C:20]=4[Cl:25])[CH3:18])=[O:16])=[CH:14][C:10]=3[CH2:9][CH2:8][O:7][C:6]=2[CH:26]=1.CC1(C)C(C)(C)OB([C:35]2[CH:36]=[C:37]([CH2:41][C:42]([O:44][CH3:45])=[O:43])[CH:38]=[CH:39][CH:40]=2)O1.C([O-])(=O)C.[K+], predict the reaction product. The product is: [Cl:25][C:20]1[CH:21]=[CH:22][CH:23]=[CH:24][C:19]=1[N:17]([CH3:18])[C:15]([C:13]1[S:12][C:11]2[C:5]3[CH:4]=[CH:3][C:2]([C:39]4[CH:38]=[C:37]([CH2:41][C:42]([O:44][CH3:45])=[O:43])[CH:36]=[CH:35][CH:40]=4)=[CH:26][C:6]=3[O:7][CH2:8][CH2:9][C:10]=2[CH:14]=1)=[O:16].